Dataset: Catalyst prediction with 721,799 reactions and 888 catalyst types from USPTO. Task: Predict which catalyst facilitates the given reaction. Reactant: [NH2:1][C:2]1[CH:7]=[CH:6][CH:5]=[CH:4][C:3]=1[SH:8].[CH3:9][O:10][CH:11]1[CH2:16][CH2:15][CH:14]([C:17](O)=O)[CH2:13][CH2:12]1.COC1C=CC(P2(SP(C3C=CC(OC)=CC=3)(=S)S2)=S)=CC=1. Product: [CH3:9][O:10][CH:11]1[CH2:16][CH2:15][CH:14]([C:17]2[S:8][C:3]3[CH:4]=[CH:5][CH:6]=[CH:7][C:2]=3[N:1]=2)[CH2:13][CH2:12]1. The catalyst class is: 2.